Dataset: Reaction yield outcomes from USPTO patents with 853,638 reactions. Task: Predict the reaction yield, written as a fraction of the theoretical maximum amount of product (1.0 means a 100% yield; for example, 0.34 means a 34% yield). The reactants are [CH3:1][N:2]1[C:6]([C:7]2[CH:12]=[CH:11][CH:10]=[CH:9][CH:8]=2)=[C:5]([CH3:13])[S:4][C:3]1=S.C1(C)C=CC(S(OC)(=O)=O)=CC=1.C1(OC)C=CC=CC=1.[CH2:35]([N:42]1[C:46](=[O:47])[CH2:45][S:44][C:43]1=[N:48][C:49]1[CH:50]=[C:51]([CH:54]=[CH:55][C:56]=1[NH:57][CH2:58][CH3:59])[C:52]#[N:53])[C:36]1[CH:41]=[CH:40][CH:39]=[CH:38][CH:37]=1. The catalyst is CC#N. The product is [CH2:35]([N:42]1[C:46](=[O:47])[C:45](=[C:3]2[N:2]([CH3:1])[C:6]([C:7]3[CH:12]=[CH:11][CH:10]=[CH:9][CH:8]=3)=[C:5]([CH3:13])[S:4]2)[S:44][C:43]1=[N:48][C:49]1[CH:50]=[C:51]([CH:54]=[CH:55][C:56]=1[NH:57][CH2:58][CH3:59])[C:52]#[N:53])[C:36]1[CH:41]=[CH:40][CH:39]=[CH:38][CH:37]=1. The yield is 0.640.